From a dataset of Reaction yield outcomes from USPTO patents with 853,638 reactions. Predict the reaction yield, written as a fraction of the theoretical maximum amount of product (1.0 means a 100% yield; for example, 0.34 means a 34% yield). (1) The reactants are [CH3:1][C:2]1[CH:7]=[CH:6][CH:5]=[C:4]([CH3:8])[C:3]=1[OH:9].Cl[C:11]1[CH:20]=[CH:19][C:18]2[C:13](=[C:14]([C:21]3[NH:29][C:28]4[CH2:27][CH2:26][NH:25][C:24](=[O:30])[C:23]=4[CH:22]=3)[CH:15]=[CH:16][CH:17]=2)[N:12]=1. No catalyst specified. The product is [CH3:1][C:2]1[CH:7]=[CH:6][CH:5]=[C:4]([CH3:8])[C:3]=1[O:9][C:11]1[CH:20]=[CH:19][C:18]2[C:13](=[C:14]([C:21]3[NH:29][C:28]4[CH2:27][CH2:26][NH:25][C:24](=[O:30])[C:23]=4[CH:22]=3)[CH:15]=[CH:16][CH:17]=2)[N:12]=1. The yield is 0.800. (2) The reactants are [CH:1]1[CH:6]=[CH:5][C:4]([CH:7]([NH2:10])[CH2:8][OH:9])=[CH:3][CH:2]=1.CCN(C(C)C)C(C)C.[C:20](=O)([O:31][CH2:32][C:33]1[CH:38]=[CH:37][N:36]=[CH:35][CH:34]=1)[O:21]C1C=CC([N+]([O-])=O)=CC=1. The yield is 0.680. The product is [OH:9][CH2:8][C@H:7]([NH:10][C:20](=[O:21])[O:31][CH2:32][C:33]1[CH:38]=[CH:37][N:36]=[CH:35][CH:34]=1)[C:4]1[CH:5]=[CH:6][CH:1]=[CH:2][CH:3]=1. The catalyst is CN(C=O)C.CN(C1C=CN=CC=1)C. (3) The reactants are [Br:1][C:2]1[CH:16]=[N:15][C:5]2[NH:6][C:7]3[CH:12]=[N:11][C:10]([C:13]#[N:14])=[CH:9][C:8]=3[C:4]=2[CH:3]=1.[H-].[Na+].[CH3:19][Si:20]([CH3:27])([CH3:26])[CH2:21][CH2:22][O:23][CH2:24]Cl.O. The catalyst is CN(C=O)C. The product is [Br:1][C:2]1[CH:16]=[N:15][C:5]2[N:6]([CH2:24][O:23][CH2:22][CH2:21][Si:20]([CH3:27])([CH3:26])[CH3:19])[C:7]3[CH:12]=[N:11][C:10]([C:13]#[N:14])=[CH:9][C:8]=3[C:4]=2[CH:3]=1. The yield is 0.620. (4) The reactants are [NH:1]1[C:9]2[C:4](=[CH:5][C:6]([C:10]3[N:15]=[N:14][C:13]([O:16][C@H:17]4[CH:22]5[CH2:23][CH2:24][N:19]([CH2:20][CH2:21]5)[CH2:18]4)=[CH:12][CH:11]=3)=[CH:7][CH:8]=2)[CH:3]=[CH:2]1.[C:25]([OH:32])(=[O:31])/[CH:26]=[CH:27]/[C:28]([OH:30])=[O:29]. The catalyst is CCOC(C)=O.CO. The product is [C:25]([OH:32])(=[O:31])/[CH:26]=[CH:27]/[C:28]([OH:30])=[O:29].[NH:1]1[C:9]2[C:4](=[CH:5][C:6]([C:10]3[N:15]=[N:14][C:13]([O:16][C@H:17]4[CH:22]5[CH2:21][CH2:20][N:19]([CH2:24][CH2:23]5)[CH2:18]4)=[CH:12][CH:11]=3)=[CH:7][CH:8]=2)[CH:3]=[CH:2]1. The yield is 0.850. (5) The reactants are Cl[C:2]1[CH:7]=[CH:6][C:5]([C:8](=[O:10])[CH3:9])=[CH:4][CH:3]=1.[CH3:11][CH:12]([S-:14])[CH3:13].[Na+].O. The catalyst is CN(C=O)C. The product is [CH3:11][CH:12]([S:14][C:2]1[CH:7]=[CH:6][C:5]([C:8](=[O:10])[CH3:9])=[CH:4][CH:3]=1)[CH3:13]. The yield is 0.940. (6) The reactants are [C:1]([C:4]1[CH:9]=[C:8]([O:10][CH2:11][CH2:12][CH3:13])[CH:7]=[CH:6][C:5]=1[NH:14][C:15](=O)[C:16]1[CH:21]=[CH:20][CH:19]=[N:18][CH:17]=1)(=[O:3])[NH2:2].[OH-].[Na+]. The catalyst is CCO. The product is [CH2:11]([O:10][C:8]1[CH:9]=[C:4]2[C:5](=[CH:6][CH:7]=1)[NH:14][C:15]([C:16]1[CH:17]=[N:18][CH:19]=[CH:20][CH:21]=1)=[N:2][C:1]2=[O:3])[CH2:12][CH3:13]. The yield is 1.00.